From a dataset of Peptide-MHC class I binding affinity with 185,985 pairs from IEDB/IMGT. Regression. Given a peptide amino acid sequence and an MHC pseudo amino acid sequence, predict their binding affinity value. This is MHC class I binding data. The peptide sequence is HPKKVKQAF. The MHC is HLA-A30:01 with pseudo-sequence HLA-A30:01. The binding affinity (normalized) is 0.213.